From a dataset of Retrosynthesis with 50K atom-mapped reactions and 10 reaction types from USPTO. Predict the reactants needed to synthesize the given product. (1) Given the product CCCC(Oc1ccccc1COc1ccc2oc(-c3nc(C(C)(C)C)cs3)cc2c1)c1nnn[nH]1, predict the reactants needed to synthesize it. The reactants are: CCCC(C#N)Oc1ccccc1COc1ccc2oc(-c3nc(C(C)(C)C)cs3)cc2c1.[N-]=[N+]=[N-]. (2) The reactants are: CN.O=[N+]([O-])c1ccc(F)c(F)c1. Given the product CNc1ccc([N+](=O)[O-])cc1F, predict the reactants needed to synthesize it. (3) Given the product CC(C)(C)N1C(=O)Cc2cc(N)ccc21, predict the reactants needed to synthesize it. The reactants are: CC(C)(C)N1C(=O)Cc2cc([N+](=O)[O-])ccc21. (4) The reactants are: COC(=O)c1cnc(Cl)cn1. Given the product OCc1cnc(Cl)cn1, predict the reactants needed to synthesize it. (5) Given the product COCCS(=O)(=O)Cc1cccc(Nc2ncc(F)c(-c3ccc(F)cc3OCc3ccccc3)n2)c1, predict the reactants needed to synthesize it. The reactants are: COCCS(=O)(=O)Cc1cccc(N)c1.Fc1ccc(-c2nc(Cl)ncc2F)c(OCc2ccccc2)c1.